From a dataset of Forward reaction prediction with 1.9M reactions from USPTO patents (1976-2016). Predict the product of the given reaction. (1) Given the reactants [CH3:1][O:2][C:3]1[CH:12]=[C:11]2[C:6]([CH:7]=[C:8]([C:14]([OH:16])=O)[C:9](=[O:13])[NH:10]2)=[CH:5][C:4]=1[O:17][CH2:18][CH2:19][O:20][CH3:21].[CH3:22][C:23]1[CH:28]=[CH:27][C:26]([C:29]2[N:30]=[N:31][NH:32][N:33]=2)=[CH:25][C:24]=1[NH2:34], predict the reaction product. The product is: [CH3:22][C:23]1[CH:28]=[CH:27][C:26]([C:29]2[NH:33][N:32]=[N:31][N:30]=2)=[CH:25][C:24]=1[NH:34][C:14]([C:8]1[C:9](=[O:13])[NH:10][C:11]2[C:6]([CH:7]=1)=[CH:5][C:4]([O:17][CH2:18][CH2:19][O:20][CH3:21])=[C:3]([O:2][CH3:1])[CH:12]=2)=[O:16]. (2) Given the reactants Cl.Cl.[NH2:3][CH2:4][CH2:5][O:6][C:7]1[CH:8]=[CH:9][CH:10]=[C:11]2[C:16]=1[N:15]=[C:14]([CH3:17])[CH:13]=[C:12]2[NH:18][CH2:19][C:20]1[CH:25]=[CH:24][C:23]([Cl:26])=[C:22]([Cl:27])[CH:21]=1.[CH2:28]([S:32](Cl)(=[O:34])=[O:33])[CH:29]([CH3:31])[CH3:30], predict the reaction product. The product is: [Cl:27][C:22]1[CH:21]=[C:20]([CH:25]=[CH:24][C:23]=1[Cl:26])[CH2:19][NH:18][C:12]1[C:11]2[C:16](=[C:7]([O:6][CH2:5][CH2:4][NH:3][S:32]([CH2:28][CH:29]([CH3:31])[CH3:30])(=[O:34])=[O:33])[CH:8]=[CH:9][CH:10]=2)[N:15]=[C:14]([CH3:17])[CH:13]=1. (3) Given the reactants [NH2:1][C:2]1[CH:3]=[C:4]([CH:14]=[C:15]([CH3:18])[C:16]=1[NH2:17])[O:5][CH2:6][CH2:7][CH2:8][C:9]([O:11][CH2:12][CH3:13])=[O:10].N1([C:24](N2C=CN=C2)=[S:25])C=CN=C1.O, predict the reaction product. The product is: [CH3:18][C:15]1[C:16]2[NH:17][C:24](=[S:25])[NH:1][C:2]=2[CH:3]=[C:4]([O:5][CH2:6][CH2:7][CH2:8][C:9]([O:11][CH2:12][CH3:13])=[O:10])[CH:14]=1. (4) Given the reactants Cl[C:2]1[N:7]=[C:6]2[N:8]([CH3:11])[N:9]=[CH:10][C:5]2=[C:4]([O:12][C:13]2[CH:18]=[CH:17][CH:16]=[C:15]([O:19][CH3:20])[CH:14]=2)[N:3]=1.[NH2:21][C:22]1[CH:27]=[CH:26][C:25](B2OC(C)(C)C(C)(C)O2)=[CH:24][N:23]=1, predict the reaction product. The product is: [CH3:20][O:19][C:15]1[CH:14]=[C:13]([CH:18]=[CH:17][CH:16]=1)[O:12][C:4]1[N:3]=[C:2]([C:25]2[CH:26]=[CH:27][C:22]([NH2:21])=[N:23][CH:24]=2)[N:7]=[C:6]2[N:8]([CH3:11])[N:9]=[CH:10][C:5]=12.